Dataset: Full USPTO retrosynthesis dataset with 1.9M reactions from patents (1976-2016). Task: Predict the reactants needed to synthesize the given product. (1) Given the product [F:9][C:4]1[CH:5]=[CH:6][CH:7]=[CH:8][C:3]=1[CH2:2][O:10][C:11]1[CH:18]=[CH:17][C:14]([CH:15]=[O:16])=[CH:13][CH:12]=1, predict the reactants needed to synthesize it. The reactants are: Br[CH2:2][C:3]1[CH:8]=[CH:7][CH:6]=[CH:5][C:4]=1[F:9].[OH:10][C:11]1[CH:18]=[CH:17][C:14]([CH:15]=[O:16])=[CH:13][CH:12]=1.C([O-])([O-])=O.[K+].[K+]. (2) Given the product [F:1][C:2]1[CH:24]=[CH:23][CH:22]=[CH:21][C:3]=1[CH2:4][C@@H:5]1[CH2:10][C@@H:9]([C:11]2[O:15][NH:14][C:13](=[O:16])[CH:12]=2)[CH2:8][CH2:7][NH:6]1, predict the reactants needed to synthesize it. The reactants are: [F:1][C:2]1[CH:24]=[CH:23][CH:22]=[CH:21][C:3]=1[CH2:4][C@@H:5]1[CH2:10][C@@H:9]([C:11]2[O:15][NH:14][C:13](=[O:16])[CH:12]=2)[CH2:8][CH2:7][N:6]1C(OC)=O.